Dataset: Full USPTO retrosynthesis dataset with 1.9M reactions from patents (1976-2016). Task: Predict the reactants needed to synthesize the given product. (1) Given the product [Br:1][C:2]1[CH:3]=[CH:4][C:5]([CH3:11])=[C:6]([CH:10]=1)[C:7]([NH:12][C:13]1[C:14]([CH3:24])=[CH:15][C:16]([C:17]([O:19][CH3:20])=[O:18])=[CH:21][C:22]=1[CH3:23])=[O:9], predict the reactants needed to synthesize it. The reactants are: [Br:1][C:2]1[CH:3]=[CH:4][C:5]([CH3:11])=[C:6]([CH:10]=1)[C:7]([OH:9])=O.[NH2:12][C:13]1[C:22]([CH3:23])=[CH:21][C:16]([C:17]([O:19][CH3:20])=[O:18])=[CH:15][C:14]=1[CH3:24].C(N(CC)C(C)C)(C)C.CCCP1(OP(CCC)(=O)OP(CCC)(=O)O1)=O. (2) Given the product [F:19][C:20]([F:31])([F:30])[C:21]([NH:11][C:3]1[CH:4]=[C:5]([N+:8]([O-:10])=[O:9])[CH:6]=[CH:7][C:2]=1[F:1])=[O:22], predict the reactants needed to synthesize it. The reactants are: [F:1][C:2]1[CH:7]=[CH:6][C:5]([N+:8]([O-:10])=[O:9])=[CH:4][C:3]=1[NH2:11].C(N(CC)CC)C.[F:19][C:20]([F:31])([F:30])[C:21](O[C:21](=[O:22])[C:20]([F:31])([F:30])[F:19])=[O:22].